This data is from Full USPTO retrosynthesis dataset with 1.9M reactions from patents (1976-2016). The task is: Predict the reactants needed to synthesize the given product. Given the product [OH:24][C:8]1[N:9]([CH2:12][C:13]2[CH:18]=[CH:17][CH:16]=[C:15]([CH2:19][C:20]([O:22][CH3:23])=[O:21])[CH:14]=2)[C:10]2[C:6]([N:7]=1)=[C:5]([NH2:25])[N:4]=[C:3]([O:30][CH2:29][CH2:28][S:27][CH3:26])[N:11]=2, predict the reactants needed to synthesize it. The reactants are: [Na].Cl[C:3]1[N:11]=[C:10]2[C:6]([N:7]=[C:8]([OH:24])[N:9]2[CH2:12][C:13]2[CH:18]=[CH:17][CH:16]=[C:15]([CH2:19][C:20]([O:22][CH3:23])=[O:21])[CH:14]=2)=[C:5]([NH2:25])[N:4]=1.[CH3:26][S:27][CH2:28][CH2:29][OH:30].